Dataset: Forward reaction prediction with 1.9M reactions from USPTO patents (1976-2016). Task: Predict the product of the given reaction. (1) Given the reactants C([Si](C)(C)[O:6][CH2:7][CH2:8][CH2:9][O:10][NH:11][C:12](=[O:29])[C:13]1[CH:18]=[CH:17][C:16]([F:19])=[CH:15][C:14]=1[NH:20][C:21]1[CH:26]=[CH:25][C:24]([I:27])=[CH:23][C:22]=1[CH3:28])(C)(C)C.OS(O)(=O)=O.O, predict the reaction product. The product is: [F:19][C:16]1[CH:17]=[CH:18][C:13]([C:12]([NH:11][O:10][CH2:9][CH2:8][CH2:7][OH:6])=[O:29])=[C:14]([NH:20][C:21]2[CH:26]=[CH:25][C:24]([I:27])=[CH:23][C:22]=2[CH3:28])[CH:15]=1. (2) Given the reactants [CH3:1][O:2][C:3]([C:5]1([C:11]2[CH:16]=[CH:15][C:14]([NH2:17])=[C:13]([C:18]3[CH2:23][CH2:22][CH2:21][CH2:20][CH:19]=3)[CH:12]=2)[CH2:10][CH2:9][O:8][CH2:7][CH2:6]1)=[O:4].[K+].[C:25]([C:27]1[N:28]=[C:29]([C:40]([O-])=[O:41])[N:30]([CH2:32][O:33][CH2:34][CH2:35][Si:36]([CH3:39])([CH3:38])[CH3:37])[CH:31]=1)#[N:26], predict the reaction product. The product is: [CH3:1][O:2][C:3]([C:5]1([C:11]2[CH:16]=[CH:15][C:14]([NH:17][C:40]([C:29]3[N:30]([CH2:32][O:33][CH2:34][CH2:35][Si:36]([CH3:39])([CH3:38])[CH3:37])[CH:31]=[C:27]([C:25]#[N:26])[N:28]=3)=[O:41])=[C:13]([C:18]3[CH2:23][CH2:22][CH2:21][CH2:20][CH:19]=3)[CH:12]=2)[CH2:6][CH2:7][O:8][CH2:9][CH2:10]1)=[O:4]. (3) Given the reactants [ClH:1].[N:2]12[CH2:9][CH2:8][CH:5]([CH2:6][CH2:7]1)[C@@H:4]([NH:10][C:11]([C:13]1[O:14][C:15]3[C:21]([C:22]4[CH:23]=[C:24]([CH:28]=[CH:29][CH:30]=4)[C:25]([OH:27])=O)=[CH:20][CH:19]=[CH:18][C:16]=3[CH:17]=1)=[O:12])[CH2:3]2.[CH3:31][O:32][CH2:33][CH2:34][CH2:35][NH2:36], predict the reaction product. The product is: [ClH:1].[N:2]12[CH2:9][CH2:8][CH:5]([CH2:6][CH2:7]1)[C@@H:4]([NH:10][C:11]([C:13]1[O:14][C:15]3[C:21]([C:22]4[CH:30]=[CH:29][CH:28]=[C:24]([C:25]([NH:36][CH2:35][CH2:34][CH2:33][O:32][CH3:31])=[O:27])[CH:23]=4)=[CH:20][CH:19]=[CH:18][C:16]=3[CH:17]=1)=[O:12])[CH2:3]2. (4) The product is: [C:28]([C:30]1[CH:31]=[C:32]([C:33]2[O:1][N:2]=[C:3]([C:5]3[CH:13]=[CH:12][C:11]4[NH:10][C:9]5[CH:14]([CH2:17][C:18]([OH:20])=[O:19])[CH2:15][CH2:16][C:8]=5[C:7]=4[CH:6]=3)[N:4]=2)[CH:36]=[CH:37][C:38]=1[O:39][CH:40]([C:41]([F:42])([F:44])[F:43])[C:45]([F:46])([F:47])[F:48])#[N:29]. Given the reactants [OH:1][NH:2][C:3]([C:5]1[CH:13]=[CH:12][C:11]2[NH:10][C:9]3[CH:14]([CH2:17][C:18]([OH:20])=[O:19])[CH2:15][CH2:16][C:8]=3[C:7]=2[CH:6]=1)=[NH:4].C(N(CC)CC)C.[C:28]([C:30]1[CH:31]=[C:32]([CH:36]=[CH:37][C:38]=1[O:39][CH:40]([C:45]([F:48])([F:47])[F:46])[C:41]([F:44])([F:43])[F:42])[C:33](Cl)=O)#[N:29], predict the reaction product. (5) Given the reactants [CH:1]([N:4]1[C:9]([CH3:10])=[CH:8][CH:7]=[C:6]([C:11]([O:13][CH2:14][CH3:15])=[O:12])[C:5]1=[O:16])([CH3:3])[CH3:2].[CH:17]([N-]C(C)C)(C)C.[Li+].CI, predict the reaction product. The product is: [CH2:10]([C:9]1[N:4]([CH:1]([CH3:2])[CH3:3])[C:5](=[O:16])[C:6]([C:11]([O:13][CH2:14][CH3:15])=[O:12])=[CH:7][CH:8]=1)[CH3:17]. (6) Given the reactants [CH3:1][S:2]([C:5]1[CH:10]=[CH:9][C:8]([N:11]2[CH2:18][CH2:17][CH2:16][C@H:12]2[C:13]([OH:15])=O)=[CH:7][CH:6]=1)(=[O:4])=[O:3].C(Cl)(=O)OCC(C)C.[NH2:27][C:28]1[CH:32]=[C:31]([Br:33])[S:30][C:29]=1[C:34]([NH2:36])=[O:35].C(=O)([O-])O.[Na+], predict the reaction product. The product is: [Br:33][C:31]1[S:30][C:29]([C:34](=[O:35])[NH2:36])=[C:28]([NH:27][C:13](=[O:15])[C@@H:12]2[CH2:16][CH2:17][CH2:18][N:11]2[C:8]2[CH:7]=[CH:6][C:5]([S:2]([CH3:1])(=[O:3])=[O:4])=[CH:10][CH:9]=2)[CH:32]=1.